This data is from Forward reaction prediction with 1.9M reactions from USPTO patents (1976-2016). The task is: Predict the product of the given reaction. (1) The product is: [CH2:36]([O:35][C:29]([C:30]1[C:31]([CH3:33])=[N:1][C:2]2[C:7]([CH:40]=1)=[CH:6][CH:5]=[C:4]([NH:10][C:11]([C:13]1[C:14]([C:19]3[CH:20]=[CH:21][C:22]([C:25]([F:26])([F:28])[F:27])=[CH:23][CH:24]=3)=[CH:15][CH:16]=[CH:17][CH:18]=1)=[O:12])[CH:3]=2)=[O:34])[CH3:37]. Given the reactants [NH2:1][C:2]1[CH:3]=[C:4]([NH:10][C:11]([C:13]2[C:14]([C:19]3[CH:24]=[CH:23][C:22]([C:25]([F:28])([F:27])[F:26])=[CH:21][CH:20]=3)=[CH:15][CH:16]=[CH:17][CH:18]=2)=[O:12])[CH:5]=[CH:6][C:7]=1C=O.[C:29]([O:35][CH2:36][CH3:37])(=[O:34])[CH2:30][C:31]([CH3:33])=O.[OH-].[Na+].[C:40](O)(=O)C, predict the reaction product. (2) Given the reactants [Mg].Br[C:3]1[CH:8]=[CH:7][C:6]([O:9][CH2:10][CH3:11])=[C:5]([F:12])[C:4]=1[F:13].[O:14]1[C:18]2([CH2:23][CH2:22][CH:21]([CH:24]3[CH2:29][CH2:28][C:27](=[O:30])[CH2:26][CH2:25]3)[CH2:20][CH2:19]2)[O:17][CH2:16][CH2:15]1.[Cl-].[NH4+], predict the reaction product. The product is: [O:14]1[C:18]2([CH2:19][CH2:20][CH:21]([CH:24]3[CH2:29][CH2:28][C:27]([C:3]4[CH:8]=[CH:7][C:6]([O:9][CH2:10][CH3:11])=[C:5]([F:12])[C:4]=4[F:13])([OH:30])[CH2:26][CH2:25]3)[CH2:22][CH2:23]2)[O:17][CH2:16][CH2:15]1. (3) Given the reactants C(O)=[O:2].CCN(CC)CC.C(O)=O.CCN(CC)CC.O=[C:22]([CH2:27][C:28]1[S:29][CH:30]=[CH:31][CH:32]=1)[C:23]([O:25][CH3:26])=[O:24], predict the reaction product. The product is: [OH:2][C@H:27]([C:28]1[S:29][CH:30]=[CH:31][CH:32]=1)[CH2:22][C:23]([O:25][CH3:26])=[O:24].